Task: Predict the reactants needed to synthesize the given product.. Dataset: Full USPTO retrosynthesis dataset with 1.9M reactions from patents (1976-2016) (1) Given the product [CH3:1][C:2]1([CH3:30])[CH2:10][C:9]2[N:8]([C:11]3[CH:18]=[CH:17][C:14]([C:15]([NH2:16])=[O:33])=[C:13]([NH:19][CH:20]4[CH2:21][CH2:22][O:23][CH2:24][CH2:25]4)[CH:12]=3)[N:7]=[C:6]([CH:26]([F:27])[F:28])[C:5]=2[C:4](=[O:29])[CH2:3]1, predict the reactants needed to synthesize it. The reactants are: [CH3:1][C:2]1([CH3:30])[CH2:10][C:9]2[N:8]([C:11]3[CH:18]=[CH:17][C:14]([C:15]#[N:16])=[C:13]([NH:19][CH:20]4[CH2:25][CH2:24][O:23][CH2:22][CH2:21]4)[CH:12]=3)[N:7]=[C:6]([CH:26]([F:28])[F:27])[C:5]=2[C:4](=[O:29])[CH2:3]1.C([OH:33])C.CS(C)=O.[OH-].[Na+].OO. (2) Given the product [O:11]=[C:12]1[CH2:16][CH2:15][N:14]([C:17]([O:19][C:20]([CH3:23])([CH3:22])[CH3:21])=[O:18])[CH2:13]1, predict the reactants needed to synthesize it. The reactants are: C(Cl)(=O)C(Cl)=O.CS(C)=O.[OH:11][CH:12]1[CH2:16][CH2:15][N:14]([C:17]([O:19][C:20]([CH3:23])([CH3:22])[CH3:21])=[O:18])[CH2:13]1.C(N(CC)CC)C.